From a dataset of Peptide-MHC class I binding affinity with 185,985 pairs from IEDB/IMGT. Regression. Given a peptide amino acid sequence and an MHC pseudo amino acid sequence, predict their binding affinity value. This is MHC class I binding data. (1) The peptide sequence is GLVASIKNFK. The MHC is HLA-A31:01 with pseudo-sequence HLA-A31:01. The binding affinity (normalized) is 0.175. (2) The peptide sequence is YDRLASTVI. The MHC is HLA-B27:03 with pseudo-sequence HLA-B27:03. The binding affinity (normalized) is 0.0847.